From a dataset of Catalyst prediction with 721,799 reactions and 888 catalyst types from USPTO. Predict which catalyst facilitates the given reaction. (1) Reactant: [CH2:1]([O:3][C:4]([C:6]1[NH:7][N:8]=[C:9]([CH3:15])[C:10]=1[C:11]([F:14])([F:13])[F:12])=[O:5])[CH3:2].[CH3:16]I.[H-].[Na+]. Product: [CH2:1]([O:3][C:4]([C:6]1[N:7]([CH3:16])[N:8]=[C:9]([CH3:15])[C:10]=1[C:11]([F:13])([F:14])[F:12])=[O:5])[CH3:2]. The catalyst class is: 9. (2) Reactant: [NH2:1][C:2]1[C:10]2[C:5](=[CH:6][CH:7]=[CH:8][CH:9]=2)[C:4]([C:19]2[CH:20]=[C:21]([OH:25])[CH:22]=[CH:23][CH:24]=2)([C:11]2[CH:16]=[C:15]([Cl:17])[N:14]=[C:13]([Cl:18])[CH:12]=2)[N:3]=1.[CH3:26]OC1C=C([Mg]Br)C=CC=1.Cl.C(=O)([O-])O.[Na+]. Product: [Cl:17][C:15]1[CH:16]=[C:11]([C:4]2([C:19]3[CH:24]=[CH:23][CH:22]=[C:21]([O:25][CH3:26])[CH:20]=3)[C:5]3[C:10](=[CH:9][CH:8]=[CH:7][CH:6]=3)[C:2]([NH2:1])=[N:3]2)[CH:12]=[C:13]([Cl:18])[N:14]=1. The catalyst class is: 7.